From a dataset of Full USPTO retrosynthesis dataset with 1.9M reactions from patents (1976-2016). Predict the reactants needed to synthesize the given product. (1) Given the product [CH3:34][C:30]1[O:29][N:28]=[C:27]2[C:31]=1[CH:32]=[C:7]([C:4]1[CH:5]=[CH:6][N:1]=[CH:2][CH:3]=1)[C:8]([C:10]1[CH:15]=[CH:14][CH:13]=[C:12]([C:16]([F:19])([F:18])[F:17])[CH:11]=1)=[N:26]2, predict the reactants needed to synthesize it. The reactants are: [N:1]1[CH:6]=[CH:5][C:4]([CH2:7][C:8]([C:10]2[CH:15]=[CH:14][CH:13]=[C:12]([C:16]([F:19])([F:18])[F:17])[CH:11]=2)=O)=[CH:3][CH:2]=1.C(OC(=O)[NH:26][C:27]1[C:31]([CH:32]=O)=[C:30]([CH3:34])[O:29][N:28]=1)(C)(C)C.O.CCOC(C)=O. (2) Given the product [C:1]([O:5][C:6]([NH:8][C@H:9]1[CH2:14][CH2:13][CH2:12][CH2:11][C@H:10]1[NH:15][C:16]1[N:21]=[C:20]([C:39]2[CH:38]=[N:37][N:36]([CH3:35])[CH:40]=2)[C:19]2[C:23](=[O:33])[N:24]([C:26]([O:28][C:29]([CH3:32])([CH3:31])[CH3:30])=[O:27])[CH2:25][C:18]=2[C:17]=1[F:34])=[O:7])([CH3:4])([CH3:3])[CH3:2], predict the reactants needed to synthesize it. The reactants are: [C:1]([O:5][C:6]([NH:8][C@H:9]1[CH2:14][CH2:13][CH2:12][CH2:11][C@H:10]1[NH:15][C:16]1[N:21]=[C:20](Cl)[C:19]2[C:23](=[O:33])[N:24]([C:26]([O:28][C:29]([CH3:32])([CH3:31])[CH3:30])=[O:27])[CH2:25][C:18]=2[C:17]=1[F:34])=[O:7])([CH3:4])([CH3:3])[CH3:2].[CH3:35][N:36]1[CH:40]=[C:39](B2OC(C)(C)C(C)(C)O2)[CH:38]=[N:37]1.C(=O)([O-])[O-].[K+].[K+].CC(N(C)C)=O. (3) Given the product [CH3:8][CH:9]([CH3:27])[CH2:10][CH2:11][NH:12][C:13]([C:15]1[N:16]=[N:17][C:18]([N:21]2[CH2:26][CH2:25][N:24]([C:32](=[O:33])[CH:31]([CH3:35])[CH2:30][C:29]([F:37])([F:36])[F:28])[CH2:23][CH2:22]2)=[CH:19][CH:20]=1)=[O:14], predict the reactants needed to synthesize it. The reactants are: C(O)(C(F)(F)F)=O.[CH3:8][CH:9]([CH3:27])[CH2:10][CH2:11][NH:12][C:13]([C:15]1[N:16]=[N:17][C:18]([N:21]2[CH2:26][CH2:25][NH:24][CH2:23][CH2:22]2)=[CH:19][CH:20]=1)=[O:14].[F:28][C:29]([F:37])([F:36])[CH2:30][CH:31]([CH3:35])[C:32](O)=[O:33].N12CCCN=C1CCCCC2.CN(C)CCCN=C=NCC. (4) Given the product [CH3:55][O:56][C:57](=[O:66])[C:58]1[CH:63]=[CH:62][C:61]([CH3:64])=[C:60]([NH:65][C:14]([C:8]2[C:9](=[O:13])[NH:10][C:11]3[C:6]([CH:7]=2)=[CH:5][C:4]([O:17][CH2:18][CH2:19][O:20][CH3:21])=[C:3]([O:2][CH3:1])[CH:12]=3)=[O:16])[CH:59]=1, predict the reactants needed to synthesize it. The reactants are: [CH3:1][O:2][C:3]1[CH:12]=[C:11]2[C:6]([CH:7]=[C:8]([C:14]([OH:16])=O)[C:9](=[O:13])[NH:10]2)=[CH:5][C:4]=1[O:17][CH2:18][CH2:19][O:20][CH3:21].CN(C(ON1N=NC2C=CC=NC1=2)=[N+](C)C)C.F[P-](F)(F)(F)(F)F.CCN(C(C)C)C(C)C.[CH3:55][O:56][C:57](=[O:66])[C:58]1[CH:63]=[CH:62][C:61]([CH3:64])=[C:60]([NH2:65])[CH:59]=1. (5) Given the product [Cl:27][C:22]1[CH:23]=[C:24]2[C:19](=[CH:20][CH:21]=1)[N:18]=[C:17]([N:14]1[CH2:15][CH2:16][C:10]3([CH2:9][CH:8]([NH2:7])[CH2:11]3)[CH2:12][CH2:13]1)[CH:26]=[CH:25]2, predict the reactants needed to synthesize it. The reactants are: [OH-].[K+].C(OC(=O)[NH:7][CH:8]1[CH2:11][C:10]2([CH2:16][CH2:15][N:14]([C:17]3[CH:26]=[CH:25][C:24]4[C:19](=[CH:20][CH:21]=[C:22]([Cl:27])[CH:23]=4)[N:18]=3)[CH2:13][CH2:12]2)[CH2:9]1)C. (6) Given the product [F:38][C:36]1[CH:35]=[C:4]([CH:3]=[C:2]([F:1])[CH:37]=1)[CH2:5][C:7]1[CH:8]=[C:9]2[C:13](=[CH:14][CH:15]=1)[NH:12][N:11]=[C:10]2[NH:16][C:17](=[O:34])[C:18]1[CH:23]=[CH:22][C:21]([N:24]2[CH2:25][CH2:26][N:27]([CH3:30])[CH2:28][CH2:29]2)=[CH:20][C:19]=1[N+:31]([O-:33])=[O:32], predict the reactants needed to synthesize it. The reactants are: [F:1][C:2]1[CH:3]=[C:4]([CH:35]=[C:36]([F:38])[CH:37]=1)[C:5]([C:7]1[CH:8]=[C:9]2[C:13](=[CH:14][CH:15]=1)[NH:12][N:11]=[C:10]2[NH:16][C:17](=[O:34])[C:18]1[CH:23]=[CH:22][C:21]([N:24]2[CH2:29][CH2:28][N:27]([CH3:30])[CH2:26][CH2:25]2)=[CH:20][C:19]=1[N+:31]([O-:33])=[O:32])=O.[BH4-].[Na+]. (7) Given the product [CH2:18]([O:25][C:26](=[O:29])[CH2:27][NH:28][C:3](=[O:4])[CH:2]([Br:1])[CH3:6])[C:19]1[CH:24]=[CH:23][CH:22]=[CH:21][CH:20]=1, predict the reactants needed to synthesize it. The reactants are: [Br:1][CH:2]([CH3:6])[C:3](Cl)=[O:4].C1(C)C=CC(S(O)(=O)=O)=CC=1.[CH2:18]([O:25][C:26](=[O:29])[CH2:27][NH2:28])[C:19]1[CH:24]=[CH:23][CH:22]=[CH:21][CH:20]=1.C(N(CC)CC)C.Cl.